Predict the product of the given reaction. From a dataset of Forward reaction prediction with 1.9M reactions from USPTO patents (1976-2016). (1) Given the reactants [C:1]1([CH2:7][C:8]([OH:10])=O)[CH:6]=[CH:5][CH:4]=[CH:3][CH:2]=1.C[NH3+].F[P-](F)(F)(F)(F)F.N1(OC(N(C)C)=[N+](C)C)C2N=CC=CC=2N=N1.F[P-](F)(F)(F)(F)F.C(N(CC)CC)C.[CH2:51]([O:53][C:54]([C:56]1[CH:57]=[C:58]2[C:63](=[CH:64][CH:65]=1)[NH:62][CH:61]([C:66]1[CH:71]=[CH:70][CH:69]=[C:68]([NH2:72])[CH:67]=1)[C:60]([CH3:74])([CH3:73])[CH2:59]2)=[O:55])[CH3:52], predict the reaction product. The product is: [CH2:51]([O:53][C:54]([C:56]1[CH:57]=[C:58]2[C:63](=[CH:64][CH:65]=1)[NH:62][CH:61]([C:66]1[CH:71]=[CH:70][CH:69]=[C:68]([NH:72][C:8](=[O:10])[CH2:7][C:1]3[CH:2]=[CH:3][CH:4]=[CH:5][CH:6]=3)[CH:67]=1)[C:60]([CH3:73])([CH3:74])[CH2:59]2)=[O:55])[CH3:52]. (2) Given the reactants O.[NH2:2][NH2:3].CS([C:8]1[CH:13]=[CH:12][C:11]([S:14]([CH3:17])(=[O:16])=[O:15])=[CH:10][N:9]=1)(=O)=O, predict the reaction product. The product is: [NH:2]([C:8]1[CH:13]=[CH:12][C:11]([S:14]([CH3:17])(=[O:16])=[O:15])=[CH:10][N:9]=1)[NH2:3].